Dataset: Forward reaction prediction with 1.9M reactions from USPTO patents (1976-2016). Task: Predict the product of the given reaction. (1) Given the reactants [Cl:1][C:2]1[CH:28]=[CH:27][CH:26]=[C:25]([Cl:29])[C:3]=1[C:4]([NH:6][C@H:7]([C:21]([O:23]C)=[O:22])[CH2:8][C:9]1[CH:14]=[CH:13][C:12]([CH:15]2[CH2:20][CH2:19][NH:18][CH2:17][CH2:16]2)=[CH:11][CH:10]=1)=[O:5].[CH2:30](Br)[C:31]1[CH:36]=[CH:35][CH:34]=[CH:33][CH:32]=1.C(=O)([O-])[O-], predict the reaction product. The product is: [CH2:30]([N:18]1[CH2:17][CH2:16][CH:15]([C:12]2[CH:13]=[CH:14][C:9]([CH2:8][C@@H:7]([C:21]([OH:23])=[O:22])[NH:6][C:4](=[O:5])[C:3]3[C:2]([Cl:1])=[CH:28][CH:27]=[CH:26][C:25]=3[Cl:29])=[CH:10][CH:11]=2)[CH2:20][CH2:19]1)[C:31]1[CH:36]=[CH:35][CH:34]=[CH:33][CH:32]=1. (2) Given the reactants [C:1]([C:4]1[CH:9]=[C:8]([Br:10])[C:7]([CH3:11])=[CH:6][C:5]=1[NH:12][C:13](=[O:15])[CH3:14])(=[O:3])[CH3:2].CO[CH:18]([N:21]([CH3:23])[CH3:22])OC, predict the reaction product. The product is: [Br:10][C:8]1[C:7]([CH3:11])=[CH:6][C:5]([NH:12][C:13](=[O:15])[CH3:14])=[C:4]([C:1](=[O:3])/[CH:2]=[CH:18]/[N:21]([CH3:23])[CH3:22])[CH:9]=1. (3) Given the reactants [NH2:1][C:2]1[C:3](I)=[N:4][C:5]([Cl:9])=[CH:6][C:7]=1[CH3:8].[O:11]1[CH:15]=[CH:14][CH:13]=[C:12]1B(O)O.C(=O)([O-])[O-].[Na+].[Na+].C1(C)C=CC=CC=1, predict the reaction product. The product is: [NH2:1][C:2]1[C:3]([C:12]2[O:11][CH:15]=[CH:14][CH:13]=2)=[N:4][C:5]([Cl:9])=[CH:6][C:7]=1[CH3:8]. (4) The product is: [N:15]1[CH:14]=[N:13][N:11]2[CH:12]=[C:7]([C:6]3[N:5]([C:16]4[CH:17]=[C:18]([CH3:22])[CH:19]=[CH:20][CH:21]=4)[C:4](=[O:23])[N:3]([CH2:40][C:39]4[CH:42]=[CH:43][CH:44]=[CH:45][C:38]=4[N+:35]([O-:37])=[O:36])[C:2]=3[CH3:1])[CH:8]=[CH:9][C:10]=12. Given the reactants [CH3:1][C:2]1[NH:3][C:4](=[O:23])[N:5]([C:16]2[CH:17]=[C:18]([CH3:22])[CH:19]=[CH:20][CH:21]=2)[C:6]=1[C:7]1[CH:8]=[CH:9][C:10]2[N:11]([N:13]=[CH:14][N:15]=2)[CH:12]=1.CN(C)C=O.CC(C)([O-])C.[K+].[N+:35]([C:38]1[CH:45]=[CH:44][CH:43]=[CH:42][C:39]=1[CH2:40]Br)([O-:37])=[O:36], predict the reaction product. (5) The product is: [NH2:8][C@@H:9]([CH2:23][CH3:24])[CH:10]([C:12]1[O:16][N:15]=[C:14]([C:17]2[CH:22]=[CH:21][CH:20]=[CH:19][CH:18]=2)[N:13]=1)[OH:11]. Given the reactants C(OC([NH:8][C@@H:9]([CH2:23][CH3:24])[CH:10]([C:12]1[O:16][N:15]=[C:14]([C:17]2[CH:22]=[CH:21][CH:20]=[CH:19][CH:18]=2)[N:13]=1)[OH:11])=O)(C)(C)C.C(O)(C(F)(F)F)=O, predict the reaction product. (6) Given the reactants [C:1]12([CH2:9][CH:8](NC(NC3SC4C=C(C)C=CC=4N=3)=O)[C:7]3[CH:24]=[CH:25][CH:26]=[CH:27][C:6]=3[O:5]1)[CH2:4][CH2:3][CH2:2]2.[CH:28]1(Br)C[CH2:31][CH2:30][CH2:29]1.[C:34]([O-:37])([O-])=O.[K+].[K+].CN(C=[O:44])C, predict the reaction product. The product is: [CH:34]1([O:37][C:26]2[CH:25]=[CH:24][C:7]3[C:8](=[O:44])[CH2:9][C:1]4([O:5][C:6]=3[CH:27]=2)[CH2:2][CH2:3][CH2:4]4)[CH2:31][CH2:30][CH2:29][CH2:28]1. (7) Given the reactants Cl[C:2]1[CH:3]=[C:4]([C:29]2[CH:34]=[CH:33][CH:32]=[CH:31][C:30]=2[CH2:35][OH:36])[CH:5]=[CH:6][C:7]=1[C@H:8]1[C@H:13]([C:14]2[CH:19]=[C:18]([F:20])[CH:17]=[C:16]([F:21])[CH:15]=2)[CH2:12][CH2:11][N:10]([C:22]([O:24][C:25]([CH3:28])([CH3:27])[CH3:26])=[O:23])[CH2:9]1.[CH3:37][C:38]1[CH:43]=[CH:42][CH:41]=[CH:40][C:39]=1O.N(C(N1CCCCC1)=O)=N[C:47](N1CCCCC1)=O.C(P(CCCC)CCCC)CCC, predict the reaction product. The product is: [F:20][C:18]1[CH:19]=[C:14]([C@@H:13]2[CH2:12][CH2:11][N:10]([C:22]([O:24][C:25]([CH3:26])([CH3:28])[CH3:27])=[O:23])[CH2:9][C@H:8]2[C:7]2[CH:6]=[CH:5][C:4]([C:29]3[CH:34]=[CH:33][CH:32]=[CH:31][C:30]=3[CH2:35][O:36][C:39]3[CH:40]=[CH:41][CH:42]=[CH:43][C:38]=3[CH3:37])=[CH:3][C:2]=2[CH3:47])[CH:15]=[C:16]([F:21])[CH:17]=1. (8) Given the reactants [CH2:1]([O:8][C:9]1[CH:14]=[CH:13][C:12]([C:15]2[NH:29][C:18]3=[N:19][C:20]([CH:23]4[CH2:28][CH2:27][NH:26][CH2:25][CH2:24]4)=[CH:21][CH:22]=[C:17]3[N:16]=2)=[CH:11][CH:10]=1)[C:2]1[CH:7]=[CH:6][CH:5]=[CH:4][CH:3]=1.CCN(C(C)C)C(C)C.[CH3:39][S:40](Cl)(=[O:42])=[O:41].O, predict the reaction product. The product is: [CH2:1]([O:8][C:9]1[CH:14]=[CH:13][C:12]([C:15]2[NH:29][C:18]3=[N:19][C:20]([CH:23]4[CH2:28][CH2:27][N:26]([S:40]([CH3:39])(=[O:42])=[O:41])[CH2:25][CH2:24]4)=[CH:21][CH:22]=[C:17]3[N:16]=2)=[CH:11][CH:10]=1)[C:2]1[CH:3]=[CH:4][CH:5]=[CH:6][CH:7]=1. (9) Given the reactants Br[C:2]1[CH:3]=[CH:4][C:5]([C:14]([O:16][CH3:17])=[O:15])=[N:6][C:7]=1[NH:8][C:9]([CH:11]1[CH2:13][CH2:12]1)=[S:10].[H-].[Na+].O.Cl, predict the reaction product. The product is: [CH:11]1([C:9]2[S:10][C:2]3[C:7]([N:8]=2)=[N:6][C:5]([C:14]([O:16][CH3:17])=[O:15])=[CH:4][CH:3]=3)[CH2:13][CH2:12]1.